This data is from Reaction yield outcomes from USPTO patents with 853,638 reactions. The task is: Predict the reaction yield, written as a fraction of the theoretical maximum amount of product (1.0 means a 100% yield; for example, 0.34 means a 34% yield). (1) The reactants are [F:1][C:2]1[CH:20]=[CH:19][C:5]([C:6]([NH:8][C:9]2[N:10]=[CH:11][N:12]([CH3:18])[C:13]=2[C:14]([NH:16][NH2:17])=[O:15])=O)=[CH:4][CH:3]=1.CC1C=CC(S(O)(=O)=O)=CC=1. The catalyst is C1(C)C=CC=CC=1. The product is [NH2:17][N:16]1[C:14](=[O:15])[C:13]2[N:12]([CH3:18])[CH:11]=[N:10][C:9]=2[N:8]=[C:6]1[C:5]1[CH:19]=[CH:20][C:2]([F:1])=[CH:3][CH:4]=1. The yield is 0.160. (2) The reactants are CS(O[CH2:6][CH2:7][CH2:8][C@:9]1([C:25]2[CH:30]=[CH:29][C:28]([F:31])=[CH:27][CH:26]=2)[CH2:14][CH2:13][N:12]([C@H:15]([C:17]2[CH:22]=[CH:21][C:20]([Br:23])=[CH:19][CH:18]=2)[CH3:16])[C:11](=[O:24])[NH:10]1)(=O)=O.[CH3:32][S:33]([NH2:36])(=[O:35])=[O:34].C([O-])([O-])=O.[K+].[K+]. The catalyst is CC(C)=O. The product is [Br:23][C:20]1[CH:21]=[CH:22][C:17]([C@@H:15]([N:12]2[CH2:13][CH2:14][C@:9]([CH2:8][CH2:7][CH2:6][NH:36][S:33]([CH3:32])(=[O:35])=[O:34])([C:25]3[CH:30]=[CH:29][C:28]([F:31])=[CH:27][CH:26]=3)[NH:10][C:11]2=[O:24])[CH3:16])=[CH:18][CH:19]=1. The yield is 0.140. (3) The reactants are C[O:2][C:3](=[O:27])[C@@H:4]([N:9]1[CH2:13][C:12]([O:14][C:15]2[CH:20]=[CH:19][CH:18]=[C:17]([CH2:21][C:22]([OH:25])([CH3:24])[CH3:23])[CH:16]=2)=[CH:11][C:10]1=[O:26])[CH2:5][CH:6]([CH3:8])[CH3:7].O.[OH-].[Li+]. The catalyst is O1CCCC1.O. The product is [OH:25][C:22]([CH3:24])([CH3:23])[CH2:21][C:17]1[CH:16]=[C:15]([CH:20]=[CH:19][CH:18]=1)[O:14][C:12]1[CH2:13][N:9]([C@@H:4]([CH2:5][CH:6]([CH3:8])[CH3:7])[C:3]([OH:27])=[O:2])[C:10](=[O:26])[CH:11]=1. The yield is 0.890. (4) The product is [F:28][C:27]1[CH:26]=[N:25][CH:24]=[C:23]([F:29])[C:22]=1[C:20]1[CH:21]=[C:16]([C:12]2[N:4]3[CH:5]=[CH:6][C:7]([C:8]([OH:11])([CH3:10])[CH3:9])=[C:2]([F:1])[C:3]3=[N:14][CH:13]=2)[CH:17]=[CH:18][C:19]=1[F:30]. No catalyst specified. The reactants are [F:1][C:2]1[C:3]2[N:4]([CH:12]=[CH:13][N:14]=2)[CH:5]=[CH:6][C:7]=1[C:8]([OH:11])([CH3:10])[CH3:9].Br[C:16]1[CH:17]=[CH:18][C:19]([F:30])=[C:20]([C:22]2[C:27]([F:28])=[CH:26][N:25]=[CH:24][C:23]=2[F:29])[CH:21]=1. The yield is 0.400.